This data is from Catalyst prediction with 721,799 reactions and 888 catalyst types from USPTO. The task is: Predict which catalyst facilitates the given reaction. (1) Reactant: [NH2:1][C:2]1[N:10]=[C:9]2[C:5]([NH:6][CH:7]=[N:8]2)=[C:4](Cl)[N:3]=1.[IH:12].C(O)(=O)C. Product: [NH2:1][C:2]1[N:10]=[C:9]2[C:5]([NH:6][CH:7]=[N:8]2)=[C:4]([I:12])[N:3]=1. The catalyst class is: 6. (2) Reactant: [Cl:1][C:2]1[N:7]=[CH:6][C:5]2[CH2:8][C:9](=[O:11])[NH:10][C:4]=2[CH:3]=1.[H-].[Na+].Br[CH2:15][CH2:16]Br.C(Cl)Cl. Product: [Cl:1][C:2]1[N:7]=[CH:6][C:5]2[C:8]3([CH2:16][CH2:15]3)[C:9](=[O:11])[NH:10][C:4]=2[CH:3]=1. The catalyst class is: 173. (3) Reactant: Cl.[C:2]([NH2:5])(=[NH:4])[CH3:3].[OH-].[Na+].[N:8]1[CH:13]=[CH:12][C:11]([C:14](=O)[CH2:15][C:16](OCC)=[O:17])=[N:10][CH:9]=1. Product: [CH3:3][C:2]1[NH:4][C:16](=[O:17])[CH:15]=[C:14]([C:11]2[CH:12]=[CH:13][N:8]=[CH:9][N:10]=2)[N:5]=1. The catalyst class is: 8. (4) Reactant: [CH3:1][O:2][C:3]1[CH:4]=[C:5]([CH:15]=[CH:16][C:17]=1[O:18][CH2:19][C:20]1[CH:21]=[N:22][C:23]([O:26][CH3:27])=[CH:24][CH:25]=1)[CH2:6][NH:7]C(=O)OC(C)(C)C.FC(F)(F)C(O)=O. Product: [CH3:1][O:2][C:3]1[CH:4]=[C:5]([CH2:6][NH2:7])[CH:15]=[CH:16][C:17]=1[O:18][CH2:19][C:20]1[CH:21]=[N:22][C:23]([O:26][CH3:27])=[CH:24][CH:25]=1. The catalyst class is: 4. (5) Reactant: [N:1]([CH2:4][C:5]1[N:10]=[CH:9][CH:8]=[CH:7]N=1)=[N+:2]=[N-:3].[CH:11](N(CC)C(C)C)(C)C.[Cl:20][C:21]1[CH:22]=[C:23]([C:28]2([C:45]([F:48])([F:47])[F:46])[O:32][N:31]=[C:30]([C:33]3[C:42]4[C:37](=[CH:38][CH:39]=[CH:40][CH:41]=4)[C:36]([C:43]#[CH:44])=[CH:35][CH:34]=3)[CH2:29]2)[CH:24]=[C:25]([Cl:27])[CH:26]=1. Product: [Cl:20][C:21]1[CH:22]=[C:23]([C:28]2([C:45]([F:46])([F:48])[F:47])[O:32][N:31]=[C:30]([C:33]3[C:42]4[C:37](=[CH:38][CH:39]=[CH:40][CH:41]=4)[C:36]([C:43]4[N:3]=[N:2][N:1]([CH2:4][C:5]5[CH:11]=[CH:7][CH:8]=[CH:9][N:10]=5)[CH:44]=4)=[CH:35][CH:34]=3)[CH2:29]2)[CH:24]=[C:25]([Cl:27])[CH:26]=1. The catalyst class is: 122.